The task is: Predict the product of the given reaction.. This data is from Forward reaction prediction with 1.9M reactions from USPTO patents (1976-2016). (1) Given the reactants C(O[C:6](=O)[N:7]([C@@H:9]([C:21](=[O:40])[N:22]([C@@H:24]([CH2:32][NH:33][C:34]([NH:36][CH:37]1[CH2:39][CH2:38]1)=[S:35])[CH2:25][C:26]1[CH:31]=[CH:30][CH:29]=[CH:28][CH:27]=1)[CH3:23])[CH2:10][C:11]1[CH:20]=[CH:19][C:18]2[C:13](=[CH:14][CH:15]=[CH:16][CH:17]=2)[CH:12]=1)C)(C)(C)C.FC(F)(F)C(O)=O, predict the reaction product. The product is: [CH2:25]([C@@H:24]([N:22]([CH3:23])[C:21](=[O:40])[C@H:9]([NH:7][CH3:6])[CH2:10][C:11]1[CH:20]=[CH:19][C:18]2[C:13](=[CH:14][CH:15]=[CH:16][CH:17]=2)[CH:12]=1)[CH2:32][NH:33][C:34]([NH:36][CH:37]1[CH2:38][CH2:39]1)=[S:35])[C:26]1[CH:31]=[CH:30][CH:29]=[CH:28][CH:27]=1. (2) Given the reactants [CH3:1][N:2]1[C:7](=[O:8])[C:6]2=[CH:9][NH:10][N:11]=[C:5]2[N:4]([CH2:12][C:13]([CH3:16])([CH3:15])[CH3:14])[C:3]1=[O:17].Cl[CH2:19][C:20]1[CH:25]=[CH:24][C:23]([C:26]2[CH:31]=[CH:30][N:29]=[CH:28][CH:27]=2)=[CH:22][CH:21]=1.C(=O)([O-])[O-].[K+].[K+], predict the reaction product. The product is: [CH3:1][N:2]1[C:7](=[O:8])[C:6]2=[CH:9][N:10]([CH2:19][C:20]3[CH:21]=[CH:22][C:23]([C:26]4[CH:31]=[CH:30][N:29]=[CH:28][CH:27]=4)=[CH:24][CH:25]=3)[N:11]=[C:5]2[N:4]([CH2:12][C:13]([CH3:14])([CH3:16])[CH3:15])[C:3]1=[O:17]. (3) Given the reactants Cl[C:2]1[CH:7]=[CH:6][N:5]=[CH:4][C:3]=1[C:8]1[N:16]=[C:15]([CH3:17])[N:14]=[C:13]2[C:9]=1[N:10]=[CH:11][N:12]2C1CCCCO1.[NH2:24][C:25]1[CH:26]=[CH:27][C:28]([O:31][CH3:32])=[N:29][CH:30]=1.Cl, predict the reaction product. The product is: [CH3:32][O:31][C:28]1[N:29]=[CH:30][C:25]([NH:24][C:2]2[CH:7]=[CH:6][N:5]=[CH:4][C:3]=2[C:8]2[N:16]=[C:15]([CH3:17])[N:14]=[C:13]3[C:9]=2[N:10]=[CH:11][NH:12]3)=[CH:26][CH:27]=1. (4) The product is: [C:25]([O:24][C:22]([N:16]1[CH2:21][CH2:20][N:19]([CH2:15][CH:13]([OH:14])[CH2:12][O:11][C:8]2[CH:9]=[CH:10][C:4]3[S:3][C:2]([CH3:1])=[N:6][C:5]=3[CH:7]=2)[CH2:18][CH2:17]1)=[O:23])([CH3:28])([CH3:26])[CH3:27]. Given the reactants [CH3:1][C:2]1[S:3][C:4]2[CH:10]=[CH:9][C:8]([O:11][CH2:12][CH:13]3[CH2:15][O:14]3)=[CH:7][C:5]=2[N:6]=1.[N:16]1([C:22]([O:24][C:25]([CH3:28])([CH3:27])[CH3:26])=[O:23])[CH2:21][CH2:20][NH:19][CH2:18][CH2:17]1, predict the reaction product. (5) Given the reactants [CH:1]([O:4][C:5]([N:7]1[CH2:12][CH2:11][CH:10]([O:13][C:14]2[C:19]([C:20]#[N:21])=[C:18]([NH:22][C:23]3[CH:28]=[CH:27][C:26](I)=[CH:25][C:24]=3[F:30])[N:17]=[CH:16][N:15]=2)[CH2:9][CH2:8]1)=[O:6])([CH3:3])[CH3:2].[NH:31]1[CH2:36][CH2:35][O:34][CH2:33][CH2:32]1.N1CCC[C@H]1C(O)=O.C(=O)([O-])[O-].[K+].[K+], predict the reaction product. The product is: [CH:1]([O:4][C:5]([N:7]1[CH2:12][CH2:11][CH:10]([O:13][C:14]2[C:19]([C:20]#[N:21])=[C:18]([NH:22][C:23]3[CH:28]=[CH:27][C:26]([N:31]4[CH2:36][CH2:35][O:34][CH2:33][CH2:32]4)=[CH:25][C:24]=3[F:30])[N:17]=[CH:16][N:15]=2)[CH2:9][CH2:8]1)=[O:6])([CH3:3])[CH3:2]. (6) Given the reactants [S:1]1[C:5]2[CH:6]=[CH:7][CH:8]=[CH:9][C:4]=2[C:3]([N:10]2[CH2:15][CH2:14][N:13]([CH2:16][CH2:17][C:18]3[CH:23]=[C:22]([F:24])[CH:21]=[CH:20][C:19]=3[NH2:25])[CH2:12][CH2:11]2)=[N:2]1.[C:26]1([CH3:35])[C:27]([N:32]=[C:33]=[O:34])=[CH:28][CH:29]=[CH:30][CH:31]=1, predict the reaction product. The product is: [S:1]1[C:5]2[CH:6]=[CH:7][CH:8]=[CH:9][C:4]=2[C:3]([N:10]2[CH2:15][CH2:14][N:13]([CH2:16][CH2:17][C:18]3[CH:23]=[C:22]([F:24])[CH:21]=[CH:20][C:19]=3[NH:25][C:33]([NH:32][C:27]3[CH:28]=[CH:29][CH:30]=[CH:31][C:26]=3[CH3:35])=[O:34])[CH2:12][CH2:11]2)=[N:2]1. (7) Given the reactants [C:1]([C:4]1[C:5](=[O:23])[N:6]([CH2:19][CH:20]2[CH2:22][CH2:21]2)[N:7]=[C:8]([C:10]2[CH:11]=[CH:12][C:13]3[O:17][CH2:16][CH2:15][C:14]=3[CH:18]=2)[CH:9]=1)(O)=[O:2].C(N(CC)CC)C.C(=O)([O-])OCCCl.[BH4-].[Na+].Cl, predict the reaction product. The product is: [CH:20]1([CH2:19][N:6]2[C:5](=[O:23])[C:4]([CH2:1][OH:2])=[CH:9][C:8]([C:10]3[CH:11]=[CH:12][C:13]4[O:17][CH2:16][CH2:15][C:14]=4[CH:18]=3)=[N:7]2)[CH2:22][CH2:21]1. (8) Given the reactants C1C2C(COC(=O)[NH:17][CH:18]3[CH2:23][CH2:22][N:21]([C:24](=[O:51])[C:25]4[CH:30]=[CH:29][C:28]([NH:31][C:32]5[N:33]=[CH:34][C:35]6[N:41]([CH3:42])[C:40](=[O:43])[C:39]([F:45])([F:44])[CH2:38][N:37]([CH:46]7[CH2:49][CH2:48][CH2:47]7)[C:36]=6[N:50]=5)=[CH:27][CH:26]=4)[CH2:20][CH2:19]3)C3C(=CC=CC=3)C=2C=CC=1.N1CCCCC1, predict the reaction product. The product is: [NH2:17][CH:18]1[CH2:23][CH2:22][N:21]([C:24]([C:25]2[CH:30]=[CH:29][C:28]([NH:31][C:32]3[N:33]=[CH:34][C:35]4[N:41]([CH3:42])[C:40](=[O:43])[C:39]([F:44])([F:45])[CH2:38][N:37]([CH:46]5[CH2:47][CH2:48][CH2:49]5)[C:36]=4[N:50]=3)=[CH:27][CH:26]=2)=[O:51])[CH2:20][CH2:19]1.